Dataset: Reaction yield outcomes from USPTO patents with 853,638 reactions. Task: Predict the reaction yield, written as a fraction of the theoretical maximum amount of product (1.0 means a 100% yield; for example, 0.34 means a 34% yield). (1) The reactants are [NH:1]1[C:5](=[O:6])[CH2:4][CH2:3][C:2]1=[O:7].Br[CH2:9][CH2:10][CH2:11][OH:12].C(=O)([O-])[O-].[K+].[K+]. The catalyst is C(#N)C. The product is [OH:12][CH2:11][CH2:10][CH2:9][N:1]1[C:5](=[O:6])[CH2:4][CH2:3][C:2]1=[O:7]. The yield is 0.340. (2) The reactants are [F:1][C:2]1[CH:3]=[C:4]([CH2:10][C:11]([O:13][CH2:14][CH3:15])=[O:12])[CH:5]=[N:6][C:7]=1OC.P(Cl)(Cl)(Cl)(Cl)[Cl:17].CN(C=O)C. The catalyst is O=P(Cl)(Cl)Cl. The product is [Cl:17][C:7]1[N:6]=[CH:5][C:4]([CH2:10][C:11]([O:13][CH2:14][CH3:15])=[O:12])=[CH:3][C:2]=1[F:1]. The yield is 0.600. (3) The reactants are [C:1]([N:9]1[CH2:22][CH2:21][C:20]2[C:19]3[C:18]([O:23][C:24]4[CH:29]=[CH:28][CH:27]=[CH:26][CH:25]=4)=[CH:17][CH:16]=[CH:15][C:14]=3[NH:13][C:12]=2[CH2:11][CH2:10]1)(=O)[C:2]1[CH:7]=[CH:6][CH:5]=[CH:4][CH:3]=1.[H-].[Al+3].[Li+].[H-].[H-].[H-]. The catalyst is O1CCCC1. The product is [CH2:1]([N:9]1[CH2:22][CH2:21][C:20]2[C:19]3[C:18]([O:23][C:24]4[CH:29]=[CH:28][CH:27]=[CH:26][CH:25]=4)=[CH:17][CH:16]=[CH:15][C:14]=3[NH:13][C:12]=2[CH2:11][CH2:10]1)[C:2]1[CH:3]=[CH:4][CH:5]=[CH:6][CH:7]=1. The yield is 0.870. (4) The reactants are [Br:1][C:2]1[CH:18]=[CH:17][C:5]2[C:6]3[N:10]([CH2:11][CH2:12][O:13][C:4]=2[CH:3]=1)[CH:9]=[C:8]([C:14](O)=[O:15])[N:7]=3.CC[N:21]=C=NCCCN(C)C.C1C=CC2N(O)N=NC=2C=1.[Cl-].[NH4+].C(N(CC)CC)C. The catalyst is CN(C=O)C. The product is [Br:1][C:2]1[CH:18]=[CH:17][C:5]2[C:6]3[N:10]([CH2:11][CH2:12][O:13][C:4]=2[CH:3]=1)[CH:9]=[C:8]([C:14]([NH2:21])=[O:15])[N:7]=3. The yield is 0.930. (5) The reactants are [H-].[Na+].[OH:3][CH2:4][CH2:5][CH2:6][C:7]([O-:9])=[O:8].[Na+].Br[CH2:12][CH2:13][CH2:14][CH2:15][CH2:16][C:17]1[CH:22]=[CH:21][CH:20]=[CH:19][CH:18]=1.Cl. The catalyst is CN(C)C=O. The product is [C:17]1([CH2:16][CH2:15][CH2:14][CH2:13][CH2:12][O:3][CH2:4][CH2:5][CH2:6][C:7]([OH:9])=[O:8])[CH:22]=[CH:21][CH:20]=[CH:19][CH:18]=1. The yield is 0.0300. (6) The reactants are [N:1]1([CH2:6][CH2:7][CH2:8][O:9][C:10]2[CH:11]=[C:12]3[CH:18]=[C:17]([C:19]([O-:21])=O)[NH:16][C:13]3=[N:14][CH:15]=2)[CH2:5][CH2:4][CH2:3][CH2:2]1.[Li+].F[B-](F)(F)F.N1(OC(N(C)C)=[N+](C)C)C2C=[CH:34][CH:35]=[CH:36][C:31]=2[N:30]=N1.N1CCCC1.C(N(CC)C(C)C)(C)C. No catalyst specified. The product is [N:30]1([C:19]([C:17]2[NH:16][C:13]3=[N:14][CH:15]=[C:10]([O:9][CH2:8][CH2:7][CH2:6][N:1]4[CH2:2][CH2:3][CH2:4][CH2:5]4)[CH:11]=[C:12]3[CH:18]=2)=[O:21])[CH2:31][CH2:36][CH2:35][CH2:34]1. The yield is 0.530. (7) The product is [CH3:27][O:28][CH2:29][CH:30]([N:32]1[C:17](=[O:18])[C:16]([CH2:15][C:12]2[CH:13]=[CH:14][C:9]([C:4]3[C:3]([C:1]#[N:2])=[CH:8][CH:7]=[CH:6][CH:5]=3)=[CH:10][CH:11]=2)=[C:22]([CH2:23][CH2:24][CH3:25])[N:34]2[N:35]=[C:36]([CH3:38])[N:37]=[C:33]12)[CH3:31]. No catalyst specified. The yield is 0.520. The reactants are [C:1]([C:3]1[CH:8]=[CH:7][CH:6]=[CH:5][C:4]=1[C:9]1[CH:14]=[CH:13][C:12]([CH2:15][CH:16]([C:22](=O)[CH2:23][CH2:24][CH3:25])[C:17](OCC)=[O:18])=[CH:11][CH:10]=1)#[N:2].[CH3:27][O:28][CH2:29][CH:30]([NH:32][C:33]1[NH:37][C:36]([CH3:38])=[N:35][N:34]=1)[CH3:31].